The task is: Predict the reactants needed to synthesize the given product.. This data is from Full USPTO retrosynthesis dataset with 1.9M reactions from patents (1976-2016). (1) Given the product [C:21]1([CH:7]([C:1]2[CH:6]=[CH:5][CH:4]=[CH:3][CH:2]=2)[N:8]2[CH2:11][C:10]([CH2:13][CH2:14][OH:15])([OH:12])[CH2:9]2)[CH:22]=[CH:23][CH:24]=[CH:25][CH:26]=1, predict the reactants needed to synthesize it. The reactants are: [C:1]1([CH:7]([C:21]2[CH:26]=[CH:25][CH:24]=[CH:23][CH:22]=2)[N:8]2[CH2:11][C:10]([CH2:13][C:14](OC(C)(C)C)=[O:15])([OH:12])[CH2:9]2)[CH:6]=[CH:5][CH:4]=[CH:3][CH:2]=1.[H-].[Al+3].[Li+].[H-].[H-].[H-].O.[OH-].[Na+]. (2) The reactants are: [F:1][C:2]1[CH:7]=[CH:6][CH:5]=[C:4]([I:8])[C:3]=1[O:9]C.C(=O)(O)[O-].[Na+]. Given the product [F:1][C:2]1[CH:7]=[CH:6][CH:5]=[C:4]([I:8])[C:3]=1[OH:9], predict the reactants needed to synthesize it. (3) Given the product [NH2:22][C:20]1[CH:19]=[CH:18][C:3]([O:4][C:5]2[CH:10]=[CH:9][N:8]=[C:7]3[NH:11][CH:12]=[C:13]([C:14]([O:16][CH3:17])=[O:15])[C:6]=23)=[C:2]([F:1])[CH:21]=1, predict the reactants needed to synthesize it. The reactants are: [F:1][C:2]1[CH:21]=[C:20]([N+:22]([O-])=O)[CH:19]=[CH:18][C:3]=1[O:4][C:5]1[CH:10]=[CH:9][N:8]=[C:7]2[NH:11][CH:12]=[C:13]([C:14]([O:16][CH3:17])=[O:15])[C:6]=12.CO.C1COCC1.[Cl-].[NH4+]. (4) Given the product [Cl:23][C:24]1[C:25]([C:38]([NH:20][C:15]2[CH:16]=[CH:17][CH:18]=[C:19]3[C:14]=2[N:13]=[CH:12][N:11]=[C:10]3[NH:9][C:5]2[CH:6]=[CH:7][CH:8]=[C:3]([C:2]([F:1])([F:21])[F:22])[CH:4]=2)=[O:39])=[N:26][C:27]([CH2:30][NH:31][C:32](=[O:37])[C:33]([CH3:36])([CH3:34])[CH3:35])=[CH:28][CH:29]=1, predict the reactants needed to synthesize it. The reactants are: [F:1][C:2]([F:22])([F:21])[C:3]1[CH:4]=[C:5]([NH:9][C:10]2[C:19]3[C:14](=[C:15]([NH2:20])[CH:16]=[CH:17][CH:18]=3)[N:13]=[CH:12][N:11]=2)[CH:6]=[CH:7][CH:8]=1.[Cl:23][C:24]1[C:25]([C:38](O)=[O:39])=[N:26][C:27]([CH2:30][NH:31][C:32](=[O:37])[C:33]([CH3:36])([CH3:35])[CH3:34])=[CH:28][CH:29]=1.C(Cl)(=O)C(Cl)=O.CCN(C(C)C)C(C)C.